This data is from Full USPTO retrosynthesis dataset with 1.9M reactions from patents (1976-2016). The task is: Predict the reactants needed to synthesize the given product. Given the product [C:1]([O:5][C:6]([N:7]1[CH2:39][CH2:38][CH:10]([N:19]2[CH2:20][CH2:21][C:16]([OH:22])([CH3:15])[CH2:17][CH2:18]2)[CH2:9][CH2:8]1)=[O:14])([CH3:4])([CH3:3])[CH3:2], predict the reactants needed to synthesize it. The reactants are: [C:1]([O:5][C:6](=[O:14])[NH:7][CH:8]1CCN[CH2:10][CH2:9]1)([CH3:4])([CH3:3])[CH3:2].[CH3:15][C:16]1([OH:22])[CH2:21][CH2:20][NH:19][CH2:18][CH2:17]1.C(O[BH-](OC(=O)C)OC(=O)C)(=O)C.[Na+].Cl[CH2:38][CH2:39]Cl.